This data is from Full USPTO retrosynthesis dataset with 1.9M reactions from patents (1976-2016). The task is: Predict the reactants needed to synthesize the given product. (1) Given the product [CH3:19][C:17]1[CH:18]=[C:13]([O:12][CH:10]2[CH2:11][N:8]([C:50](=[O:53])[CH2:51][CH3:52])[CH2:9]2)[CH:14]=[C:15]([CH3:42])[C:16]=1[C:20]1[CH:25]=[CH:24][CH:23]=[C:22]([CH2:26][O:27][C:28]2[CH:41]=[CH:40][C:31]3[C@H:32]([CH2:35][C:36]([O:38][CH3:39])=[O:37])[CH2:33][O:34][C:30]=3[CH:29]=2)[CH:21]=1, predict the reactants needed to synthesize it. The reactants are: FC(F)(F)C(O)=O.[NH:8]1[CH2:11][CH:10]([O:12][C:13]2[CH:18]=[C:17]([CH3:19])[C:16]([C:20]3[CH:25]=[CH:24][CH:23]=[C:22]([CH2:26][O:27][C:28]4[CH:41]=[CH:40][C:31]5[C@H:32]([CH2:35][C:36]([O:38][CH3:39])=[O:37])[CH2:33][O:34][C:30]=5[CH:29]=4)[CH:21]=3)=[C:15]([CH3:42])[CH:14]=2)[CH2:9]1.C(N(CC)CC)C.[C:50](Cl)(=[O:53])[CH2:51][CH3:52]. (2) Given the product [S:77]1[C:72]2[CH:73]=[CH:74][CH:75]=[CH:76][C:71]=2[N:70]=[C:14]1[C:12]1[N:11]([CH2:17][C:18]2[CH:19]=[CH:20][C:21]([C:24]([OH:26])=[O:25])=[CH:22][CH:23]=2)[N:10]=[C:9]([C:4]2[CH:3]=[C:2]([Cl:1])[CH:7]=[C:6]([Cl:8])[CH:5]=2)[CH:13]=1, predict the reactants needed to synthesize it. The reactants are: [Cl:1][C:2]1[CH:3]=[C:4]([C:9]2[CH:13]=[C:12]([C:14](O)=O)[N:11]([CH2:17][C:18]3[CH:23]=[CH:22][C:21]([C:24]([O:26]C)=[O:25])=[CH:20][CH:19]=3)[N:10]=2)[CH:5]=[C:6]([Cl:8])[CH:7]=1.C1CN([P+](ON2N=NC3C=CC=CC2=3)(N2CCCC2)N2CCCC2)CC1.F[P-](F)(F)(F)(F)F.C(N(CC)C(C)C)(C)C.[NH2:70][C:71]1[CH:76]=[CH:75][CH:74]=[CH:73][C:72]=1[SH:77].SC[C@H]([C@@H](CS)O)O.O.[OH-].[Li+].Cl. (3) Given the product [Cl:1][C:2]1[C:3]([C:17]2[CH:22]=[C:21]([Cl:23])[CH:20]=[CH:19][C:18]=2[C:24]#[N:25])=[CH:4][C:5](=[O:16])[N:6]([CH:8]([CH2:32][CH:33]([CH3:35])[CH3:34])[C:9]([O:11][C:12]([CH3:15])([CH3:14])[CH3:13])=[O:10])[CH:7]=1, predict the reactants needed to synthesize it. The reactants are: [Cl:1][C:2]1[C:3]([C:17]2[CH:22]=[C:21]([Cl:23])[CH:20]=[CH:19][C:18]=2[C:24]#[N:25])=[CH:4][C:5](=[O:16])[N:6]([CH2:8][C:9]([O:11][C:12]([CH3:15])([CH3:14])[CH3:13])=[O:10])[CH:7]=1.FC(F)(F)S(O[CH2:32][CH:33]([CH3:35])[CH3:34])(=O)=O. (4) Given the product [C:1]([C:5]1[S:9][C:8]([C:10]([NH:12][CH:13]([CH2:27][C:28]2[CH:33]=[CH:32][C:31]([C:34]3[N:39]=[CH:38][C:37]([C:40]4[CH:45]=[CH:44][C:43]([O:46][CH2:47][CH2:48][CH2:49][CH:50]([CH3:52])[CH3:51])=[CH:42][CH:41]=4)=[CH:36][N:35]=3)=[CH:30][CH:29]=2)[C:14]([N:16]2[CH2:19][CH:18]([C:20]([OH:22])=[O:21])[CH2:17]2)=[O:15])=[O:11])=[CH:7][CH:6]=1)([CH3:4])([CH3:3])[CH3:2], predict the reactants needed to synthesize it. The reactants are: [C:1]([C:5]1[S:9][C:8]([C:10]([NH:12][C@@H:13]([CH2:27][C:28]2[CH:33]=[CH:32][C:31]([C:34]3[N:39]=[CH:38][C:37]([C:40]4[CH:45]=[CH:44][C:43]([O:46][CH2:47][CH2:48][CH2:49][CH:50]([CH3:52])[CH3:51])=[CH:42][CH:41]=4)=[CH:36][N:35]=3)=[CH:30][CH:29]=2)[C:14]([N:16]2[CH2:19][CH:18]([C:20]([O:22]C(C)(C)C)=[O:21])[CH2:17]2)=[O:15])=[O:11])=[CH:7][CH:6]=1)([CH3:4])([CH3:3])[CH3:2].C(O)(C(F)(F)F)=O. (5) Given the product [C:28]1([C:19]2[CH:20]=[CH:21][CH:22]=[CH:23][CH:24]=2)[CH:29]=[CH:30][C:31]([C:6]([N:8]2[CH2:12][C:11](=[N:13][O:14][CH3:15])[CH2:10][C@H:9]2[C:16]([NH:44][C:40]2[CH:39]=[C:38]3[C:43](=[CH:42][CH:41]=2)[N:34]=[CH:35][CH:36]=[CH:37]3)=[O:18])=[O:7])=[CH:32][CH:33]=1, predict the reactants needed to synthesize it. The reactants are: C(O[C:6]([N:8]1[CH2:12][C:11](=[N:13][O:14][CH3:15])[CH2:10][C@H:9]1[C:16]([OH:18])=O)=[O:7])(C)(C)C.[C:19]1([C:28]2[CH:33]=[CH:32][CH:31]=[CH:30][CH:29]=2)[CH:24]=[CH:23][C:22](C(Cl)=O)=[CH:21][CH:20]=1.[N:34]1[C:43]2[C:38](=[CH:39][C:40]([NH2:44])=[CH:41][CH:42]=2)[CH:37]=[CH:36][CH:35]=1. (6) Given the product [CH3:23][C:18]1[S:17][C:16]2[CH:24]=[C:12]([O:11][C:2]3[CH:7]=[CH:6][N:5]=[C:4]4[CH:8]=[CH:9][S:10][C:3]=34)[CH:13]=[CH:14][C:15]=2[C:19]=1[C:20]([OH:22])=[O:21], predict the reactants needed to synthesize it. The reactants are: Cl[C:2]1[CH:7]=[CH:6][N:5]=[C:4]2[CH:8]=[CH:9][S:10][C:3]=12.[OH:11][C:12]1[CH:13]=[CH:14][C:15]2[C:19]([C:20]([O-:22])=[O:21])=[C:18]([CH3:23])[S:17][C:16]=2[CH:24]=1.C([O-])([O-])=O.[Cs+].[Cs+]. (7) Given the product [C:15]1([CH:14]([C:21]2[CH:26]=[CH:25][CH:24]=[CH:23][CH:22]=2)[CH2:13][NH:12][C:10]2[C:9]3[C:4](=[CH:5][CH:6]=[CH:7][CH:8]=3)[N:3]=[C:2]([C:28]3[S:27][CH:31]=[CH:30][CH:29]=3)[N:11]=2)[CH:20]=[CH:19][CH:18]=[CH:17][CH:16]=1, predict the reactants needed to synthesize it. The reactants are: Cl[C:2]1[N:11]=[C:10]([NH:12][CH2:13][CH:14]([C:21]2[CH:26]=[CH:25][CH:24]=[CH:23][CH:22]=2)[C:15]2[CH:20]=[CH:19][CH:18]=[CH:17][CH:16]=2)[C:9]2[C:4](=[CH:5][CH:6]=[CH:7][CH:8]=2)[N:3]=1.[S:27]1[CH:31]=[CH:30][CH:29]=[C:28]1B(O)O.C([O-])([O-])=O.[K+].[K+].C1(C(C2C=CC=CC=2)CCNC2C3C(=CC=CC=3)N=C(C3C=CSC=3)N=2)C=CC=CC=1. (8) The reactants are: [NH2:1][C:2]1[C:3]2[CH:10]=[CH:9][N:8]([C@@H:11]3[O:17][C@H:16]([CH2:18][OH:19])[C@@H:14]([OH:15])[C@@:12]3([CH3:20])[OH:13])[C:4]=2[N:5]=[CH:6][N:7]=1.N.[CH3:22]O. Given the product [NH2:1][C:2]1[C:3]2[CH:10]=[CH:9][N:8]([C@@H:11]3[O:17][C@H:16]([CH2:18][OH:19])[C@@H:14]([OH:15])[C@@:12]3([CH2:20][CH3:22])[OH:13])[C:4]=2[N:5]=[CH:6][N:7]=1, predict the reactants needed to synthesize it. (9) Given the product [CH2:1]([NH:3][C:4]([C:6]1[CH:7]=[CH:8][C:9]([N:12]2[C:16]([CH2:17][O:18][C:19]3[CH:24]=[CH:23][CH:22]=[C:21]([CH3:25])[CH:20]=3)=[C:15]([C:26]([NH:34][CH2:33][CH2:31][OH:32])=[O:27])[N:14]=[N:13]2)=[CH:10][CH:11]=1)=[O:5])[CH3:2], predict the reactants needed to synthesize it. The reactants are: [CH2:1]([NH:3][C:4]([C:6]1[CH:11]=[CH:10][C:9]([N:12]2[C:16]([CH2:17][O:18][C:19]3[CH:24]=[CH:23][CH:22]=[C:21]([CH3:25])[CH:20]=3)=[C:15]([C:26](OCC)=[O:27])[N:14]=[N:13]2)=[CH:8][CH:7]=1)=[O:5])[CH3:2].[CH2:31]([CH2:33][NH2:34])[OH:32]. (10) Given the product [C:1]([O:4][CH2:5][C:6]1[CH:7]=[C:8]([O:21][CH3:22])[C:9]([CH2:13][C:18]2[CH:17]=[CH:16][C:15]([O:35][CH3:32])=[CH:14][CH:37]=2)=[C:10]([OH:12])[CH:11]=1)(=[O:3])[CH3:2], predict the reactants needed to synthesize it. The reactants are: [C:1]([O:4][CH2:5][C:6]1[C:7](CO)=[C:8]([O:21][CH3:22])[C:9]([C:13]2[CH:18]=[CH:17][C:16](OC)=[CH:15][CH:14]=2)=[C:10]([OH:12])[CH:11]=1)(=[O:3])[CH3:2].C([SiH](CC)CC)C.[C:32](=[O:35])([O-])O.[Na+].[C:37](OCC)(=O)C.